Task: Regression. Given a peptide amino acid sequence and an MHC pseudo amino acid sequence, predict their binding affinity value. This is MHC class I binding data.. Dataset: Peptide-MHC class I binding affinity with 185,985 pairs from IEDB/IMGT (1) The peptide sequence is KSIENKHQR. The MHC is HLA-A03:01 with pseudo-sequence HLA-A03:01. The binding affinity (normalized) is 0.127. (2) The peptide sequence is VLMKQIPIW. The MHC is HLA-A02:11 with pseudo-sequence HLA-A02:11. The binding affinity (normalized) is 0.0847.